From a dataset of Catalyst prediction with 721,799 reactions and 888 catalyst types from USPTO. Predict which catalyst facilitates the given reaction. (1) Reactant: F[C:2]1[CH:11]=[C:10]2[C:5]([CH:6]=[CH:7][C:8](=[O:46])[N:9]2[CH2:12][CH:13]([NH:33]S(C2C=CC=CC=2[N+]([O-])=O)(=O)=O)[C@H:14]2[CH2:19][CH2:18][C@H:17]([NH:20][CH2:21][C:22]3[CH:23]=[CH:24][C:25]4[O:26][CH2:27][C:28](=[O:32])[NH:29][C:30]=4[N:31]=3)[CH2:16][CH2:15]2)=[N:4][CH:3]=1.C([O-])([O-])=O.[K+].[K+].[C:53]1([SH:59])[CH:58]=[CH:57][CH:56]=[CH:55][CH:54]=1. Product: [NH2:33][CH:13]([C@H:14]1[CH2:15][CH2:16][C@H:17]([NH:20][CH2:21][C:22]2[CH:23]=[CH:24][C:25]3[O:26][CH2:27][C:28](=[O:32])[NH:29][C:30]=3[N:31]=2)[CH2:18][CH2:19]1)[CH2:12][N:9]1[C:10]2[C:5](=[N:4][CH:3]=[C:2]([S:59][C:53]3[CH:58]=[CH:57][CH:56]=[CH:55][CH:54]=3)[CH:11]=2)[CH:6]=[CH:7][C:8]1=[O:46]. The catalyst class is: 3. (2) Reactant: [N+:1]([C:4]1[CH:9]=[CH:8][C:7]([NH2:10])=[C:6]([C:11]([F:14])([F:13])[F:12])[CH:5]=1)([O-:3])=[O:2].[Cl:15]N1C(=O)CCC1=O.C(OCC)(=O)C. Product: [Cl:15][C:8]1[CH:9]=[C:4]([N+:1]([O-:3])=[O:2])[CH:5]=[C:6]([C:11]([F:12])([F:13])[F:14])[C:7]=1[NH2:10]. The catalyst class is: 10. (3) Reactant: [N:1]1([C:6]2[CH:7]=[CH:8][C:9]([N+:13]([O-])=O)=[C:10]([CH:12]=2)[NH2:11])[CH:5]=[CH:4][N:3]=[CH:2]1. The catalyst class is: 29. Product: [N:1]1([C:6]2[CH:12]=[C:10]([NH2:11])[C:9]([NH2:13])=[CH:8][CH:7]=2)[CH:5]=[CH:4][N:3]=[CH:2]1.